From a dataset of Forward reaction prediction with 1.9M reactions from USPTO patents (1976-2016). Predict the product of the given reaction. Given the reactants [NH2:1][C:2]1[CH:7]=[CH:6][C:5]([CH:8]2[O:13][CH2:12][CH2:11][N:10]([C:14]([O:16][C:17]([CH3:20])([CH3:19])[CH3:18])=[O:15])[CH2:9]2)=[CH:4][CH:3]=1.[F:21][C:22]([F:33])([F:32])[C:23]1[CH:28]=[CH:27][C:26]([N:29]=[C:30]=[O:31])=[CH:25][CH:24]=1.C(N(CC)CC)C.O, predict the reaction product. The product is: [F:21][C:22]([F:32])([F:33])[C:23]1[CH:24]=[CH:25][C:26]([NH:29][C:30](=[O:31])[NH:1][C:2]2[CH:7]=[CH:6][C:5]([CH:8]3[O:13][CH2:12][CH2:11][N:10]([C:14]([O:16][C:17]([CH3:20])([CH3:19])[CH3:18])=[O:15])[CH2:9]3)=[CH:4][CH:3]=2)=[CH:27][CH:28]=1.